From a dataset of Catalyst prediction with 721,799 reactions and 888 catalyst types from USPTO. Predict which catalyst facilitates the given reaction. Reactant: C[O:2][C:3](=[O:35])[C:4]1[CH:9]=[CH:8][C:7]([O:10][CH2:11][CH:12]([C:19]2[N:20]([C:28]3[CH:33]=[CH:32][C:31]([Cl:34])=[CH:30][CH:29]=3)[N:21]=[C:22]3[C:27]=2[CH2:26][CH2:25][CH2:24][CH2:23]3)[CH:13]2[CH2:18][CH2:17][CH2:16][CH2:15][CH2:14]2)=[N:6][CH:5]=1.[OH-].[Na+]. Product: [Cl:34][C:31]1[CH:32]=[CH:33][C:28]([N:20]2[C:19]([CH:12]([CH:13]3[CH2:18][CH2:17][CH2:16][CH2:15][CH2:14]3)[CH2:11][O:10][C:7]3[CH:8]=[CH:9][C:4]([C:3]([OH:35])=[O:2])=[CH:5][N:6]=3)=[C:27]3[C:22]([CH2:23][CH2:24][CH2:25][CH2:26]3)=[N:21]2)=[CH:29][CH:30]=1. The catalyst class is: 5.